From a dataset of Catalyst prediction with 721,799 reactions and 888 catalyst types from USPTO. Predict which catalyst facilitates the given reaction. Reactant: [C:1]([N:8]1[CH2:13][CH2:12][CH:11]([C:14]([O:16][CH2:17][CH3:18])=[O:15])[CH2:10][CH2:9]1)([O:3][C:4]([CH3:7])([CH3:6])[CH3:5])=[O:2].[Li+].CC([N-]C(C)C)C.[O:27]1[CH2:32][CH2:31][C:30](=[O:33])[CH2:29][CH2:28]1.[Cl-].[NH4+]. Product: [C:1]([N:8]1[CH2:13][CH2:12][C:11]([C:30]2([OH:33])[CH2:31][CH2:32][O:27][CH2:28][CH2:29]2)([C:14]([O:16][CH2:17][CH3:18])=[O:15])[CH2:10][CH2:9]1)([O:3][C:4]([CH3:7])([CH3:6])[CH3:5])=[O:2]. The catalyst class is: 1.